The task is: Regression/Classification. Given a drug SMILES string, predict its absorption, distribution, metabolism, or excretion properties. Task type varies by dataset: regression for continuous measurements (e.g., permeability, clearance, half-life) or binary classification for categorical outcomes (e.g., BBB penetration, CYP inhibition). Dataset: cyp3a4_veith.. This data is from CYP3A4 inhibition data for predicting drug metabolism from PubChem BioAssay. (1) The result is 0 (non-inhibitor). The molecule is OC[C@@H](O)[C@@H](O)[C@@H](O)[C@@H](O)c1nc2ccc(Cl)cc2[nH]1. (2) The drug is O=C(CCN1CCOCC1)Nc1ccccc1. The result is 0 (non-inhibitor).